Predict the reactants needed to synthesize the given product. From a dataset of Full USPTO retrosynthesis dataset with 1.9M reactions from patents (1976-2016). (1) Given the product [Br:1][C:2]1[CH:9]=[C:6]([CH:7]([NH:15][S:12]([CH2:10][CH3:11])(=[O:14])=[O:13])[CH3:16])[CH:5]=[N:4][CH:3]=1, predict the reactants needed to synthesize it. The reactants are: [Br:1][C:2]1[CH:3]=[N:4][CH:5]=[C:6]([CH:9]=1)[CH:7]=O.[CH2:10]([S:12]([NH2:15])(=[O:14])=[O:13])[CH3:11].[CH3:16][Mg]Br.CCOCC. (2) The reactants are: [OH-].[Na+].[CH2:3]([O:5][C:6](=[O:13])[CH:7]1[CH2:12][CH2:11][CH2:10][NH:9][CH2:8]1)[CH3:4].[CH3:14][C:15]([O:18][C:19](O[C:19]([O:18][C:15]([CH3:17])([CH3:16])[CH3:14])=[O:20])=[O:20])([CH3:17])[CH3:16].CCOC(C)=O. Given the product [CH2:3]([O:5][C:6]([CH:7]1[CH2:12][CH2:11][CH2:10][N:9]([C:19]([O:18][C:15]([CH3:17])([CH3:16])[CH3:14])=[O:20])[CH2:8]1)=[O:13])[CH3:4], predict the reactants needed to synthesize it. (3) Given the product [F:25][C:24]([F:27])([F:26])[C:20]([OH:35])=[O:21].[NH2:8][C:9]1[CH:33]=[CH:32][C:12]([CH2:13][C:14]2[CH:23]=[C:22]3[C:17]([CH:18]=[C:19]([C:28]([OH:30])=[O:29])[CH:20]([C:24]([F:27])([F:25])[F:26])[O:21]3)=[CH:16][C:15]=2[Cl:31])=[CH:11][CH:10]=1, predict the reactants needed to synthesize it. The reactants are: C(OC([NH:8][C:9]1[CH:33]=[CH:32][C:12]([CH2:13][C:14]2[CH:23]=[C:22]3[C:17]([CH:18]=[C:19]([C:28]([OH:30])=[O:29])[CH:20]([C:24]([F:27])([F:26])[F:25])[O:21]3)=[CH:16][C:15]=2[Cl:31])=[CH:11][CH:10]=1)=O)(C)(C)C.Cl.[O:35]1CCOCC1. (4) Given the product [F:14][C:11]([F:12])([F:13])[O:10][C:9]1[C:4]([NH2:1])=[N:5][CH:6]=[CH:7][CH:8]=1, predict the reactants needed to synthesize it. The reactants are: [N+:1]([C:4]1[C:9]([O:10][C:11]([F:14])([F:13])[F:12])=[CH:8][CH:7]=[CH:6][N:5]=1)([O-])=O.[Cl-].[NH4+]. (5) Given the product [NH2:21][C:19]1[CH:20]=[C:10]2[C:9]([NH:8][CH:3]3[CH2:4][CH2:5][CH2:6][CH2:7][CH:2]3[CH3:1])=[C:14]([C:15]([NH2:17])=[O:16])[CH:13]=[N:12][N:11]2[CH:18]=1, predict the reactants needed to synthesize it. The reactants are: [CH3:1][CH:2]1[CH2:7][CH2:6][CH2:5][CH2:4][CH:3]1[NH:8][C:9]1[C:10]2[N:11]([CH:18]=[C:19]([N+:21]([O-])=O)[CH:20]=2)[N:12]=[CH:13][C:14]=1[C:15]([NH2:17])=[O:16]. (6) Given the product [CH3:23][C:17]1[C:18]([C:19](=[O:22])[CH2:20][CH3:21])=[C:14]([NH:13][C:5]([NH2:27])=[O:11])[S:15][C:16]=1[CH3:24], predict the reactants needed to synthesize it. The reactants are: ClC(Cl)(O[C:5](=[O:11])OC(Cl)(Cl)Cl)Cl.[NH2:13][C:14]1[S:15][C:16]([CH3:24])=[C:17]([CH3:23])[C:18]=1[C:19](=[O:22])[CH2:20][CH3:21].CC[N:27](C(C)C)C(C)C.N. (7) Given the product [C:1]([O:5][C:6]([N:8]1[CH2:13][CH2:12][CH:11]([NH:14][C:15]2[N:20]=[CH:19][C:18]([C:23]3[CH:24]=[N:25][CH:26]=[CH:27][CH:28]=3)=[CH:17][N:16]=2)[CH2:10][CH2:9]1)=[O:7])([CH3:4])([CH3:3])[CH3:2], predict the reactants needed to synthesize it. The reactants are: [C:1]([O:5][C:6]([N:8]1[CH2:13][CH2:12][CH:11]([NH:14][C:15]2[N:20]=[CH:19][C:18](Br)=[CH:17][N:16]=2)[CH2:10][CH2:9]1)=[O:7])([CH3:4])([CH3:3])[CH3:2].B(O)(O)[C:23]1[CH:28]=[CH:27][CH:26]=[N:25][CH:24]=1.C(=O)([O-])[O-].[Na+].[Na+].